Dataset: Forward reaction prediction with 1.9M reactions from USPTO patents (1976-2016). Task: Predict the product of the given reaction. (1) Given the reactants [Cl:1][C:2]1[CH:7]=[CH:6][CH:5]=[C:4]([F:8])[C:3]=1[C:9]1[NH:13][C:12](=[O:14])[N:11]([C:15]2[CH:20]=[CH:19][C:18](I)=[C:17]([O:22][CH3:23])[CH:16]=2)[N:10]=1.[Cl:24][C:25]1[CH:30]=[C:29]([C:31]([F:34])([F:33])[F:32])[CH:28]=[CH:27][C:26]=1[C:35]#[CH:36].CCCC[N+](CCCC)(CCCC)CCCC.[F-], predict the reaction product. The product is: [Cl:24][C:25]1[CH:30]=[C:29]([C:31]([F:32])([F:33])[F:34])[CH:28]=[CH:27][C:26]=1[C:35]#[C:36][C:18]1[CH:19]=[CH:20][C:15]([N:11]2[C:12](=[O:14])[NH:13][C:9]([C:3]3[C:4]([F:8])=[CH:5][CH:6]=[CH:7][C:2]=3[Cl:1])=[N:10]2)=[CH:16][C:17]=1[O:22][CH3:23]. (2) Given the reactants C([O-])(=O)C.[NH4+:5].[C:6]1([CH2:12][O:13][C:14](=[O:24])[CH2:15][C:16]2[CH2:21][CH2:20][CH2:19][C:18](=O)[C:17]=2O)[CH:11]=[CH:10][CH:9]=[CH:8][CH:7]=1.[Cl:25][C:26]1[CH:31]=[CH:30][C:29]([C@H:32]([NH2:34])[CH3:33])=[CH:28][CH:27]=1.[CH:35](=O)[CH:36]([CH3:38])[CH3:37], predict the reaction product. The product is: [C:6]1([CH2:12][O:13][C:14](=[O:24])[CH2:15][CH:16]2[C:17]3[N:34]([C@@H:32]([C:29]4[CH:30]=[CH:31][C:26]([Cl:25])=[CH:27][CH:28]=4)[CH3:33])[C:35]([CH:36]([CH3:38])[CH3:37])=[N:5][C:18]=3[CH2:19][CH2:20][CH2:21]2)[CH:11]=[CH:10][CH:9]=[CH:8][CH:7]=1. (3) Given the reactants [Cl:1][C:2]1[CH:7]=[CH:6][C:5]([CH:8]=O)=[CH:4][C:3]=1[N:10]1[CH2:15][CH2:14][CH:13]([C:16]([O:18][CH3:19])=[O:17])[CH2:12][CH2:11]1.[C:20]1([C@H:26]([NH2:28])[CH3:27])[CH:25]=[CH:24][CH:23]=[CH:22][CH:21]=1.C(O)(=O)C.[BH-](OC(C)=O)(OC(C)=O)OC(C)=O.[Na+], predict the reaction product. The product is: [Cl:1][C:2]1[CH:7]=[CH:6][C:5]([CH2:8][NH:28][C@@H:26]([C:20]2[CH:25]=[CH:24][CH:23]=[CH:22][CH:21]=2)[CH3:27])=[CH:4][C:3]=1[N:10]1[CH2:15][CH2:14][CH:13]([C:16]([O:18][CH3:19])=[O:17])[CH2:12][CH2:11]1. (4) Given the reactants [OH:1][C:2]1[CH:3]=[CH:4][C:5]2[CH:9]=[C:8]([C:10]([O:12]C)=[O:11])[S:7][C:6]=2[CH:14]=1.O.[OH-].[Li+].O.Cl, predict the reaction product. The product is: [OH:1][C:2]1[CH:3]=[CH:4][C:5]2[CH:9]=[C:8]([C:10]([OH:12])=[O:11])[S:7][C:6]=2[CH:14]=1.